From a dataset of Full USPTO retrosynthesis dataset with 1.9M reactions from patents (1976-2016). Predict the reactants needed to synthesize the given product. (1) Given the product [CH3:14][C@H:12]1[O:11][C@@H:10]([CH3:15])[CH2:9][N:8]([C:5]2[CH:4]=[CH:3][C:2]([C:7]3[CH:20]=[CH:19][N:18]=[CH:23][CH:22]=3)=[N:8][C:9]=2[CH:10]=[O:11])[CH2:13]1, predict the reactants needed to synthesize it. The reactants are: Br[C:2]1[CH:3]=[C:4](C=O)[C:5]([N:8]2[CH2:13][C@@H:12]([CH3:14])[O:11][C@@H:10]([CH3:15])[CH2:9]2)=N[CH:7]=1.[N:18]1[CH:23]=[CH:22]C(B(O)O)=[CH:20][CH:19]=1. (2) The reactants are: [CH3:1][NH:2][C@H:3]([CH3:6])[CH2:4][OH:5].[Cl:7][C:8]1[CH:13]=[C:12]([NH:14][C:15]2[C:24]3[C:19](=[CH:20][CH:21]=[CH:22][C:23]=3F)[N:18]=[CH:17][N:16]=2)[CH:11]=[CH:10][C:9]=1[OH:26]. Given the product [Cl:7][C:8]1[CH:13]=[C:12]([NH:14][C:15]2[C:24]3[C:19](=[CH:20][CH:21]=[CH:22][C:23]=3[O:5][CH2:4][C@H:3]([NH:2][CH3:1])[CH3:6])[N:18]=[CH:17][N:16]=2)[CH:11]=[CH:10][C:9]=1[OH:26], predict the reactants needed to synthesize it. (3) The reactants are: Br[C:2]1[CH:7]=[CH:6][CH:5]=[CH:4][N:3]=1.[CH2:8]([C:12]1[O:13][C:14]2[CH:20]=[CH:19][CH:18]=[CH:17][C:15]=2[N:16]=1)[CH2:9][C:10]#[CH:11].C1C=CN/C(=C\N=O)/C=1. Given the product [N:3]1[CH:4]=[CH:5][CH:6]=[CH:7][C:2]=1[C:11]#[C:10][CH2:9][CH2:8][C:12]1[O:13][C:14]2[CH:20]=[CH:19][CH:18]=[CH:17][C:15]=2[N:16]=1.[O:13]1[C:14]2[CH:20]=[CH:19][CH:18]=[CH:17][C:15]=2[N:16]=[CH:12]1, predict the reactants needed to synthesize it.